Dataset: Catalyst prediction with 721,799 reactions and 888 catalyst types from USPTO. Task: Predict which catalyst facilitates the given reaction. (1) Reactant: [F:1][C:2]1[CH:27]=[CH:26][CH:25]=[C:24]([F:28])[C:3]=1[CH2:4][O:5][C:6]1[C:7]2[N:8]([C:12]([C:16]([NH:18][CH:19]([CH2:22][OH:23])[CH2:20][OH:21])=[O:17])=[C:13]([CH3:15])[N:14]=2)[CH:9]=[CH:10][CH:11]=1.[H-].[Na+].I[CH2:32][CH2:33][CH3:34].CO. Product: [F:1][C:2]1[CH:27]=[CH:26][CH:25]=[C:24]([F:28])[C:3]=1[CH2:4][O:5][C:6]1[C:7]2[N:8]([C:12]([C:16]([NH:18][CH:19]([CH2:22][O:23][CH2:32][CH2:33][CH3:34])[CH2:20][OH:21])=[O:17])=[C:13]([CH3:15])[N:14]=2)[CH:9]=[CH:10][CH:11]=1. The catalyst class is: 18. (2) Reactant: [Cl:1][C:2]1[CH:7]=[CH:6][C:5]([N+:8]([O-])=O)=[CH:4][C:3]=1[C:11]1[O:12][C:13]2[CH:19]=[CH:18][CH:17]=[CH:16][C:14]=2[N:15]=1.Cl. Product: [O:12]1[C:13]2[CH:19]=[CH:18][CH:17]=[CH:16][C:14]=2[N:15]=[C:11]1[C:3]1[CH:4]=[C:5]([NH2:8])[CH:6]=[CH:7][C:2]=1[Cl:1]. The catalyst class is: 190. (3) Reactant: [Cl:1][C:2]1[C:3]([O:30][C@H:31]2[CH2:36][CH2:35][C:34]([F:38])([F:37])[CH2:33][C@@H:32]2[C:39]2[N:43]([CH3:44])[N:42]=[CH:41][CH:40]=2)=[CH:4][C:5]([F:29])=[C:6]([S:8]([N:11](CC2C=CC(OC)=CC=2OC)[C:12]2[CH:17]=[CH:16][N:15]=[CH:14][N:13]=2)(=[O:10])=[O:9])[CH:7]=1.C([SiH](CC)CC)C.FC(F)(F)C(O)=O. Product: [Cl:1][C:2]1[C:3]([O:30][C@H:31]2[CH2:36][CH2:35][C:34]([F:38])([F:37])[CH2:33][C@@H:32]2[C:39]2[N:43]([CH3:44])[N:42]=[CH:41][CH:40]=2)=[CH:4][C:5]([F:29])=[C:6]([S:8]([NH:11][C:12]2[CH:17]=[CH:16][N:15]=[CH:14][N:13]=2)(=[O:9])=[O:10])[CH:7]=1. The catalyst class is: 4. (4) Reactant: [OH:1][CH2:2][C:3]1[CH:8]=[CH:7][C:6]([OH:9])=[CH:5][CH:4]=1.C(=O)([O-])[O-].[K+].[K+].Br[CH2:17][C:18]([O:20][CH2:21][CH3:22])=[O:19]. Product: [OH:1][CH2:2][C:3]1[CH:8]=[CH:7][C:6]([O:9][CH2:17][C:18]([O:20][CH2:21][CH3:22])=[O:19])=[CH:5][CH:4]=1. The catalyst class is: 23. (5) Reactant: [Br:1][C:2]1[CH:7]=[CH:6][C:5]([F:8])=[CH:4][N+:3]=1[O-:9].[N+:10]([O-])([OH:12])=[O:11].[NH4+].[OH-]. Product: [Br:1][C:2]1[CH:7]=[C:6]([N+:10]([O-:12])=[O:11])[C:5]([F:8])=[CH:4][N+:3]=1[O-:9]. The catalyst class is: 65.